From a dataset of Catalyst prediction with 721,799 reactions and 888 catalyst types from USPTO. Predict which catalyst facilitates the given reaction. Reactant: [O:1]=[C:2]1[C:11]([CH:12]=[CH2:13])=[C:10]([C:14]([OH:16])=[O:15])[C:9]2[C:4](=[CH:5][CH:6]=[CH:7][CH:8]=2)[NH:3]1.[N+](=[CH2:19])=[N-].C(O)(=O)C. Product: [CH3:19][O:15][C:14]([C:10]1[C:9]2[C:4](=[CH:5][CH:6]=[CH:7][CH:8]=2)[NH:3][C:2](=[O:1])[C:11]=1[CH:12]=[CH2:13])=[O:16]. The catalyst class is: 459.